Dataset: Full USPTO retrosynthesis dataset with 1.9M reactions from patents (1976-2016). Task: Predict the reactants needed to synthesize the given product. (1) Given the product [CH3:3][N:4]1[C:5]([NH:7][N+:8]([O-:10])=[O:9])=[N:6][CH2:23][O:18][CH2:19]1, predict the reactants needed to synthesize it. The reactants are: C=O.[CH3:3][NH:4][C:5]([NH:7][N+:8]([O-:10])=[O:9])=[NH:6].C(N(CC)CC)C.[O:18]1[CH2:23]COC[CH2:19]1. (2) Given the product [Cl:8][C:4]1[N:3]=[C:2]([NH:25][C@@H:18]2[C:19]3[C:24](=[CH:23][CH:22]=[CH:21][CH:20]=3)[CH2:16][C@@H:17]2[OH:26])[CH:7]=[N:6][CH:5]=1, predict the reactants needed to synthesize it. The reactants are: Cl[C:2]1[CH:7]=[N:6][CH:5]=[C:4]([Cl:8])[N:3]=1.C(N(CC)CC)C.[CH2:16]1[C:24]2[C:19](=[CH:20][CH:21]=[CH:22][CH:23]=2)[C@@H:18]([NH2:25])[C@H:17]1[OH:26].